Dataset: Full USPTO retrosynthesis dataset with 1.9M reactions from patents (1976-2016). Task: Predict the reactants needed to synthesize the given product. The reactants are: C([O:9][CH2:10][CH2:11][CH2:12][CH2:13][N:14]1[CH:18]=[C:17]([C:19](=[O:28])[NH:20][CH2:21][C:22]2[CH:27]=[CH:26][CH:25]=[CH:24][N:23]=2)[N:16]=[N:15]1)(=O)C1C=CC=CC=1.C([O-])([O-])=O.[K+].[K+]. Given the product [OH:9][CH2:10][CH2:11][CH2:12][CH2:13][N:14]1[CH:18]=[C:17]([C:19]([NH:20][CH2:21][C:22]2[CH:27]=[CH:26][CH:25]=[CH:24][N:23]=2)=[O:28])[N:16]=[N:15]1, predict the reactants needed to synthesize it.